This data is from Full USPTO retrosynthesis dataset with 1.9M reactions from patents (1976-2016). The task is: Predict the reactants needed to synthesize the given product. (1) Given the product [CH2:6]([O:8][CH2:9][CH2:10][O:11][C:12]1[CH:17]=[CH:16][C:15]([CH2:18][CH2:19][Ge:20]([Cl:2])([CH3:23])[CH3:21])=[CH:14][CH:13]=1)[CH3:7], predict the reactants needed to synthesize it. The reactants are: [Sn](Cl)(Cl)(Cl)[Cl:2].[CH2:6]([O:8][CH2:9][CH2:10][O:11][C:12]1[CH:17]=[CH:16][C:15]([CH2:18][CH2:19][Ge:20]([CH3:23])(C)[CH3:21])=[CH:14][CH:13]=1)[CH3:7]. (2) The reactants are: [O-]P([O-])([O-])=O.[K+].[K+].[K+].[CH2:9]([NH2:16])[C:10]1[CH:15]=[CH:14][CH:13]=[CH:12][CH:11]=1.I[C:18]1[CH:26]=[CH:25][CH:24]=[CH:23][C:19]=1[C:20]([OH:22])=[O:21].C(O)CO. Given the product [CH2:9]([NH:16][C:18]1[CH:26]=[CH:25][CH:24]=[CH:23][C:19]=1[C:20]([OH:22])=[O:21])[C:10]1[CH:15]=[CH:14][CH:13]=[CH:12][CH:11]=1, predict the reactants needed to synthesize it. (3) Given the product [CH:20]([N:15]1[C:14]([C:8]2[N:7]=[C:6]3[C:5]4[CH:23]=[CH:24][C:2]([C:33]5[CH:34]=[N:35][N:36]([CH2:38][CH2:39][N:40]6[CH2:45][CH2:44][O:43][CH2:42][CH2:41]6)[CH:37]=5)=[CH:3][C:4]=4[O:13][CH2:12][CH2:11][N:10]3[CH:9]=2)=[N:18][C:17]([CH3:19])=[N:16]1)([CH3:22])[CH3:21], predict the reactants needed to synthesize it. The reactants are: Br[C:2]1[CH:24]=[CH:23][C:5]2[C:6]3[N:10]([CH2:11][CH2:12][O:13][C:4]=2[CH:3]=1)[CH:9]=[C:8]([C:14]1[N:15]([CH:20]([CH3:22])[CH3:21])[N:16]=[C:17]([CH3:19])[N:18]=1)[N:7]=3.CC1(C)C(C)(C)OB([C:33]2[CH:34]=[N:35][N:36]([CH2:38][CH2:39][N:40]3[CH2:45][CH2:44][O:43][CH2:42][CH2:41]3)[CH:37]=2)O1. (4) Given the product [Br:1][C:2]1[CH:3]=[CH:4][C:5]2[O:6][CH2:7][CH2:8][NH:9][C:10]=2[N:11]=1, predict the reactants needed to synthesize it. The reactants are: [Br:1][C:2]1[CH:3]=[CH:4][C:5]2[O:6][CH2:7][C:8](=O)[NH:9][C:10]=2[N:11]=1.BrC1N=C([N+]([O-])=O)C(OCCBr)=CC=1.C([O-])([O-])=O.[K+].[K+]. (5) Given the product [CH:19]1([N:7]([CH:1]2[CH2:2][CH2:3][CH2:4][CH2:5][CH2:6]2)[C:8]([NH:10][C:11]2[S:12][C:13]([S:16][CH2:37][CH2:36][CH2:35][N:34]([CH3:39])[CH3:33])=[CH:14][N:15]=2)=[O:9])[CH2:24][CH2:23][CH2:22][CH2:21][CH2:20]1, predict the reactants needed to synthesize it. The reactants are: [CH:1]1([N:7]([CH:19]2[CH2:24][CH2:23][CH2:22][CH2:21][CH2:20]2)[C:8]([NH:10][C:11]2[S:12][C:13]([S:16]C#N)=[CH:14][N:15]=2)=[O:9])[CH2:6][CH2:5][CH2:4][CH2:3][CH2:2]1.SC[C@@H]([C@@H](CS)O)O.[CH3:33][N:34]([CH3:39])[CH2:35][CH2:36][CH2:37]Cl. (6) The reactants are: [OH:1][C:2]1[CH:11]=[C:10]2[C:5]([C:6]([O:12][C:13]3[CH:14]=[C:15]4[C:19](=[CH:20][CH:21]=3)[NH:18][C:17]([CH3:22])=[CH:16]4)=[N:7][CH:8]=[N:9]2)=[CH:4][C:3]=1[O:23][CH3:24].[O:25]1[CH2:30][CH2:29][N:28]([CH2:31][CH2:32][O:33][CH2:34][CH2:35]O)[CH2:27][CH2:26]1. Given the product [CH3:24][O:23][C:3]1[CH:4]=[C:5]2[C:10](=[CH:11][C:2]=1[O:1][CH2:35][CH2:34][O:33][CH2:32][CH2:31][N:28]1[CH2:29][CH2:30][O:25][CH2:26][CH2:27]1)[N:9]=[CH:8][N:7]=[C:6]2[O:12][C:13]1[CH:14]=[C:15]2[C:19](=[CH:20][CH:21]=1)[NH:18][C:17]([CH3:22])=[CH:16]2, predict the reactants needed to synthesize it.